Predict the product of the given reaction. From a dataset of Forward reaction prediction with 1.9M reactions from USPTO patents (1976-2016). Given the reactants C(OC([N:8]1[CH2:12][CH2:11][CH2:10][C@@H:9]1[CH2:13][O:14][C:15]1[CH:20]=[CH:19][C:18]([NH:21][C:22]2[CH:27]=[CH:26][CH:25]=[CH:24][CH:23]=2)=[CH:17][CH:16]=1)=O)(C)(C)C.Cl, predict the reaction product. The product is: [C:22]1([NH:21][C:18]2[CH:19]=[CH:20][C:15]([O:14][CH2:13][C@H:9]3[CH2:10][CH2:11][CH2:12][NH:8]3)=[CH:16][CH:17]=2)[CH:23]=[CH:24][CH:25]=[CH:26][CH:27]=1.